The task is: Regression. Given a peptide amino acid sequence and an MHC pseudo amino acid sequence, predict their binding affinity value. This is MHC class II binding data.. This data is from Peptide-MHC class II binding affinity with 134,281 pairs from IEDB. (1) The MHC is HLA-DQA10301-DQB10302 with pseudo-sequence HLA-DQA10301-DQB10302. The peptide sequence is EKKYFAAGQFEPLAA. The binding affinity (normalized) is 0.384. (2) The peptide sequence is FPPNGTHSWEYWGAQ. The MHC is HLA-DPA10201-DPB11401 with pseudo-sequence HLA-DPA10201-DPB11401. The binding affinity (normalized) is 0. (3) The peptide sequence is SNGTGNIVSSVNMVSRL. The MHC is DRB1_0301 with pseudo-sequence DRB1_0301. The binding affinity (normalized) is 0.750. (4) The binding affinity (normalized) is 0.364. The MHC is DRB1_1101 with pseudo-sequence DRB1_1101. The peptide sequence is AAHSAAFEDLRVSSY. (5) The peptide sequence is KEAIEERVERIKSEY. The MHC is DRB5_0101 with pseudo-sequence DRB5_0101. The binding affinity (normalized) is 0. (6) The peptide sequence is FCDLKGKYVQIPTTC. The MHC is DRB1_0101 with pseudo-sequence DRB1_0101. The binding affinity (normalized) is 0.657. (7) The peptide sequence is PAVKYIEPDMIVNAT. The MHC is DRB1_1101 with pseudo-sequence DRB1_1101. The binding affinity (normalized) is 0.419. (8) The MHC is DRB1_0701 with pseudo-sequence DRB1_0701. The binding affinity (normalized) is 0.220. The peptide sequence is SKLKAEATTDGLGWY. (9) The peptide sequence is GELQIVGKIDAAFKI. The MHC is DRB1_1201 with pseudo-sequence DRB1_1201. The binding affinity (normalized) is 0.627.